Dataset: Forward reaction prediction with 1.9M reactions from USPTO patents (1976-2016). Task: Predict the product of the given reaction. Given the reactants [F:1][C:2]1[CH:7]=[CH:6][C:5]([NH:8][C:9]([C:11]2([C:14]([NH:16][C:17]3[CH:22]=[CH:21][C:20]([O:23][C:24]4[C:33]5[C:28](=[CH:29][C:30]([OH:36])=[C:31]([O:34][CH3:35])[CH:32]=5)[N:27]=[CH:26][CH:25]=4)=[C:19]([F:37])[CH:18]=3)=[O:15])[CH2:13][CH2:12]2)=[O:10])=[CH:4][CH:3]=1.C(=O)([O-])[O-].[K+].[K+].Cl.Cl[CH2:46][CH2:47][CH2:48][N:49]1[CH2:54][CH2:53][O:52][CH2:51][CH2:50]1.C1(O)C=CC=CC=1, predict the reaction product. The product is: [NH3:8].[CH3:9][OH:10].[F:37][C:19]1[CH:18]=[C:17]([NH:16][C:14]([C:11]2([C:9]([NH:8][C:5]3[CH:6]=[CH:7][C:2]([F:1])=[CH:3][CH:4]=3)=[O:10])[CH2:12][CH2:13]2)=[O:15])[CH:22]=[CH:21][C:20]=1[O:23][C:24]1[C:33]2[C:28](=[CH:29][C:30]([O:36][CH2:46][CH2:47][CH2:48][N:49]3[CH2:54][CH2:53][O:52][CH2:51][CH2:50]3)=[C:31]([O:34][CH3:35])[CH:32]=2)[N:27]=[CH:26][CH:25]=1.